From a dataset of Retrosynthesis with 50K atom-mapped reactions and 10 reaction types from USPTO. Predict the reactants needed to synthesize the given product. (1) Given the product Cc1c(Cl)ncnc1OC1CCN(C(=O)OC(C)(C)C)CC1, predict the reactants needed to synthesize it. The reactants are: CC(C)(C)OC(=O)N1CCC(O)CC1.Cc1c(Cl)ncnc1Cl. (2) The reactants are: Cc1c(-n2nnn(C)c2=O)cccc1[N+](=O)[O-].O=C1CCC(=O)N1Br. Given the product Cn1nnn(-c2cccc([N+](=O)[O-])c2CBr)c1=O, predict the reactants needed to synthesize it. (3) Given the product CC(C)[C@@H]1CC[C@@H](C)C[C@H]1OCCN(C)CCN=[N+]=[N-], predict the reactants needed to synthesize it. The reactants are: CC(C)[C@@H]1CC[C@@H](C)C[C@H]1OCCN(C)CCCl.[N-]=[N+]=[N-]. (4) Given the product CN(C(=O)OC(C)(C)C)c1cc(Oc2ccc(-c3ccc(OCc4ccccc4)cc3)cc2)ccc1[N+](=O)[O-], predict the reactants needed to synthesize it. The reactants are: CN(C(=O)OC(C)(C)C)c1cc(Cl)ccc1[N+](=O)[O-].Oc1ccc(-c2ccc(OCc3ccccc3)cc2)cc1. (5) Given the product CSc1ccc(CCOCC(=O)O)cc1, predict the reactants needed to synthesize it. The reactants are: CSc1ccc(CCO)cc1.O=C(O)CCl. (6) Given the product NC(=O)C(=O)c1c(C2CC2)n(Cc2ccccc2-c2ccccc2)c2cccc(OCC(=O)O)c12, predict the reactants needed to synthesize it. The reactants are: COC(=O)COc1cccc2c1c(C(=O)C(N)=O)c(C1CC1)n2Cc1ccccc1-c1ccccc1.